This data is from Reaction yield outcomes from USPTO patents with 853,638 reactions. The task is: Predict the reaction yield, written as a fraction of the theoretical maximum amount of product (1.0 means a 100% yield; for example, 0.34 means a 34% yield). (1) The reactants are [F:1][C:2]1[CH:3]=[CH:4][C:5]([NH:8][NH:9][C:10]([N:12]2[CH2:19][CH2:18][CH2:17][CH2:16][C:13]32[CH2:15][CH2:14]3)=O)=[N:6][CH:7]=1.C1(P(C2C=CC=CC=2)C2C=CC=CC=2)C=CC=CC=1.C(N(CC)CC)C.ClC(Cl)(Cl)C(Cl)(Cl)Cl. The catalyst is O1CCOCC1. The product is [CH2:15]1[C:13]2([CH2:16][CH2:17][CH2:18][CH2:19][N:12]2[C:10]2[N:6]3[CH:7]=[C:2]([F:1])[CH:3]=[CH:4][C:5]3=[N:8][N:9]=2)[CH2:14]1. The yield is 0.820. (2) The reactants are [F:1][C:2]1[CH:3]=[C:4]([CH:8]([C:14]([CH3:16])=O)[C:9]([O:11]CC)=O)[CH:5]=[CH:6][CH:7]=1.[N:17]1[C:21]2[CH:22]=[CH:23][CH:24]=[CH:25][C:20]=2[NH:19][C:18]=1[CH2:26][C:27]#[N:28].C([O-])(=O)C.[NH4+]. No catalyst specified. The product is [F:1][C:2]1[CH:3]=[C:4]([C:8]2[C:9](=[O:11])[N:17]3[C:18]([NH:19][C:20]4[CH:25]=[CH:24][CH:23]=[CH:22][C:21]=43)=[C:26]([C:27]#[N:28])[C:14]=2[CH3:16])[CH:5]=[CH:6][CH:7]=1. The yield is 0.500. (3) The yield is 0.790. The catalyst is CO.[Pd]. The reactants are [CH2:1]([O:3][C:4](=[O:19])[CH:5]=[CH:6][C:7]1[CH:8]=[C:9]2[C:14](=[CH:15][CH:16]=1)[O:13][C:12]([CH3:18])([CH3:17])[CH2:11][CH2:10]2)[CH3:2].[H][H]. The product is [CH2:1]([O:3][C:4](=[O:19])[CH2:5][CH2:6][C:7]1[CH:8]=[C:9]2[C:14](=[CH:15][CH:16]=1)[O:13][C:12]([CH3:18])([CH3:17])[CH2:11][CH2:10]2)[CH3:2]. (4) The reactants are Cl[C:2]1[NH:3][C:4]([C:12]2[CH:17]=[CH:16][CH:15]=[CH:14][C:13]=2[F:18])=[C:5]([CH3:11])[C:6]=1[C:7]([O:9][CH3:10])=[O:8]. The catalyst is CO.[C].[Pd]. The product is [F:18][C:13]1[CH:14]=[CH:15][CH:16]=[CH:17][C:12]=1[C:4]1[NH:3][CH:2]=[C:6]([C:7]([O:9][CH3:10])=[O:8])[C:5]=1[CH3:11]. The yield is 0.760. (5) The product is [OH:24][C:23]1[C:22]([CH3:25])=[CH:21][C:18]([C:19]2[NH:6][C:4](=[O:5])[C:3]3[C:2](=[CH:10][C:9]([O:11][CH3:12])=[C:8]([O:13][CH3:14])[CH:7]=3)[N:1]=2)=[CH:17][C:16]=1[CH3:15]. The reactants are [NH2:1][C:2]1[CH:10]=[C:9]([O:11][CH3:12])[C:8]([O:13][CH3:14])=[CH:7][C:3]=1[C:4]([NH2:6])=[O:5].[CH3:15][C:16]1[CH:17]=[C:18]([CH:21]=[C:22]([CH3:25])[C:23]=1[OH:24])[CH:19]=O.S([O-])(O)=O.[Na+].C1(C)C=CC(S(O)(=O)=O)=CC=1. The yield is 0.880. The catalyst is CN(C)C(=O)C.O. (6) The reactants are [NH2:1][CH2:2][C:3]1[CH:4]=[C:5]2[C:10](=[CH:11][CH:12]=1)[N:9]=[C:8]([NH:13][CH2:14][C:15]1[CH:20]=[CH:19][CH:18]=[CH:17][C:16]=1[O:21][CH3:22])[CH:7]=[CH:6]2.[F:23][C:24]1[CH:31]=[CH:30][C:27]([CH:28]=O)=[CH:26][CH:25]=1.C(O)(=O)C. The catalyst is ClCCCl. The product is [F:23][C:24]1[CH:31]=[CH:30][C:27]([CH2:28][NH:1][CH2:2][C:3]2[CH:4]=[C:5]3[C:10](=[CH:11][CH:12]=2)[N:9]=[C:8]([NH:13][CH2:14][C:15]2[CH:20]=[CH:19][CH:18]=[CH:17][C:16]=2[O:21][CH3:22])[CH:7]=[CH:6]3)=[CH:26][CH:25]=1. The yield is 0.530. (7) The reactants are [OH:1][C:2]1[CH:11]=[CH:10][C:5]2[C:6](=[O:9])[CH2:7][O:8][C:4]=2[CH:3]=1.[Br:12][C:13]1[CH:14]=[C:15]2[C:19](=[CH:20][CH:21]=1)[NH:18][CH:17]=[C:16]2[CH:22]=O.Cl. The catalyst is C(O)C. The product is [Br:12][C:13]1[CH:14]=[C:15]2[C:19](=[CH:20][CH:21]=1)[NH:18][CH:17]=[C:16]2/[CH:22]=[C:7]1\[O:8][C:4]2[CH:3]=[C:2]([OH:1])[CH:11]=[CH:10][C:5]=2[C:6]\1=[O:9]. The yield is 0.950.